Dataset: Catalyst prediction with 721,799 reactions and 888 catalyst types from USPTO. Task: Predict which catalyst facilitates the given reaction. Product: [Br:1][C:2]1[CH:3]=[C:4]([CH2:15][C@@H:14]([CH2:16][C:17]([OH:19])=[O:18])[C:13]([OH:12])=[O:21])[C:5]([CH2:11][OH:22])=[C:6]2[C:10]=1[NH:9][N:8]=[CH:7]2. The catalyst class is: 83. Reactant: [Br:1][C:2]1[C:10]2[NH:9][N:8]=[CH:7][C:6]=2[C:5]2[CH2:11][O:12][C:13](=[O:21])[C@H:14]([CH2:16][C:17]([O:19]C)=[O:18])[CH2:15][C:4]=2[CH:3]=1.[OH2:22].O.[OH-].[Li+].